This data is from Full USPTO retrosynthesis dataset with 1.9M reactions from patents (1976-2016). The task is: Predict the reactants needed to synthesize the given product. (1) Given the product [C:1]([C:4]1[CH:5]=[N:6][C:7]2[C:12]([C:13]=1[NH:14][C:15]1[CH:16]=[CH:17][C:18]([N:21]3[CH2:26][CH2:25][CH2:24][CH:23]([NH:27][C:28](=[O:34])[O:29][C:30]([CH3:33])([CH3:32])[CH3:31])[CH2:22]3)=[N:19][CH:20]=1)=[N:11][C:10]([C:41]1[CH:40]=[C:39]([Cl:52])[C:38]([OH:53])=[C:37]([Cl:36])[CH:42]=1)=[CH:9][CH:8]=2)(=[O:3])[CH3:2], predict the reactants needed to synthesize it. The reactants are: [C:1]([C:4]1[CH:5]=[N:6][C:7]2[C:12]([C:13]=1[NH:14][C:15]1[CH:16]=[CH:17][C:18]([N:21]3[CH2:26][CH2:25][CH2:24][CH:23]([NH:27][C:28](=[O:34])[O:29][C:30]([CH3:33])([CH3:32])[CH3:31])[CH2:22]3)=[N:19][CH:20]=1)=[N:11][C:10](Cl)=[CH:9][CH:8]=2)(=[O:3])[CH3:2].[Cl:36][C:37]1[CH:42]=[C:41](B2OC(C)(C)C(C)(C)O2)[CH:40]=[C:39]([Cl:52])[C:38]=1[OH:53]. (2) Given the product [CH3:1][O:2][C:3]1[CH:8]=[CH:7][C:6]([C@@H:9]([NH:11][CH2:20][C:21]([O:23][CH2:24][CH3:25])=[O:22])[CH3:10])=[CH:5][CH:4]=1, predict the reactants needed to synthesize it. The reactants are: [CH3:1][O:2][C:3]1[CH:8]=[CH:7][C:6]([C@@H:9]([NH2:11])[CH3:10])=[CH:5][CH:4]=1.CCN(CC)CC.Br[CH2:20][C:21]([O:23][CH2:24][CH3:25])=[O:22]. (3) Given the product [OH:27][C:21]1([CH2:20][NH:19][C:10]([C:7]2[CH:6]=[C:5]([O:13][CH2:14][CH:15]3[CH2:17][CH2:16]3)[C:4]([CH:1]3[CH2:2][CH2:3]3)=[CH:9][N:8]=2)=[O:12])[CH2:26][CH2:25][CH2:24][CH2:23][CH2:22]1, predict the reactants needed to synthesize it. The reactants are: [CH:1]1([C:4]2[C:5]([O:13][CH2:14][CH:15]3[CH2:17][CH2:16]3)=[CH:6][C:7]([C:10]([OH:12])=O)=[N:8][CH:9]=2)[CH2:3][CH2:2]1.Cl.[NH2:19][CH2:20][C:21]1([OH:27])[CH2:26][CH2:25][CH2:24][CH2:23][CH2:22]1. (4) Given the product [CH2:1]([O:8][C:9]([C:11]1[C:12]2[CH:13]=[C:14]([CH3:20])[N:15]([C:32](=[O:33])[C:31]3[CH:30]=[CH:29][C:28]([O:27][CH2:23][CH2:24][CH2:25][CH3:26])=[CH:36][CH:35]=3)[C:16]=2[CH:17]=[CH:18][CH:19]=1)=[O:10])[C:2]1[CH:3]=[CH:4][CH:5]=[CH:6][CH:7]=1, predict the reactants needed to synthesize it. The reactants are: [CH2:1]([O:8][C:9]([C:11]1[C:12]2[CH:13]=[C:14]([CH3:20])[NH:15][C:16]=2[CH:17]=[CH:18][CH:19]=1)=[O:10])[C:2]1[CH:7]=[CH:6][CH:5]=[CH:4][CH:3]=1.[H-].[Na+].[CH2:23]([O:27][C:28]1[CH:36]=[CH:35][C:31]([C:32](Cl)=[O:33])=[CH:30][CH:29]=1)[CH2:24][CH2:25][CH3:26].O.